Dataset: Peptide-MHC class II binding affinity with 134,281 pairs from IEDB. Task: Regression. Given a peptide amino acid sequence and an MHC pseudo amino acid sequence, predict their binding affinity value. This is MHC class II binding data. (1) The binding affinity (normalized) is 0.278. The MHC is DRB3_0301 with pseudo-sequence DRB3_0301. The peptide sequence is QIGNRPGPSRGVQGF. (2) The peptide sequence is DDCVAIGTGSSNIVI. The MHC is DRB1_0101 with pseudo-sequence DRB1_0101. The binding affinity (normalized) is 0.328. (3) The peptide sequence is ILELAQSETCSPGGQ. The MHC is HLA-DQA10401-DQB10402 with pseudo-sequence HLA-DQA10401-DQB10402. The binding affinity (normalized) is 0.0712. (4) The peptide sequence is IGTGDDCISIGPGST. The MHC is DRB1_0901 with pseudo-sequence DRB1_0901. The binding affinity (normalized) is 0.0784.